Dataset: Full USPTO retrosynthesis dataset with 1.9M reactions from patents (1976-2016). Task: Predict the reactants needed to synthesize the given product. (1) Given the product [ClH:1].[Cl:1][C:2]1[CH:3]=[C:4]([NH:19][C:20]2[C:21]3[N:28]([CH2:29][CH2:30][NH:31][C:32](=[O:36])[CH2:33][CH2:34][OH:35])[CH:27]=[CH:26][C:22]=3[N:23]=[CH:24][N:25]=2)[CH:5]=[CH:6][C:7]=1[O:8][C:9]1[CH:14]=[CH:13][CH:12]=[C:11]([C:15]([F:18])([F:17])[F:16])[CH:10]=1, predict the reactants needed to synthesize it. The reactants are: [Cl:1][C:2]1[CH:3]=[C:4]([NH:19][C:20]2[C:21]3[N:28]([CH2:29][CH2:30][NH:31][C:32](=[O:36])[CH2:33][CH2:34][OH:35])[CH:27]=[CH:26][C:22]=3[N:23]=[CH:24][N:25]=2)[CH:5]=[CH:6][C:7]=1[O:8][C:9]1[CH:14]=[CH:13][CH:12]=[C:11]([C:15]([F:18])([F:17])[F:16])[CH:10]=1.Cl.Cl.NCCN1C2C(NC3C=CC(OC4C=CC=C(C(F)(F)F)C=4)=C(Cl)C=3)=NC=NC=2C=C1.OCCC(O)=O.O.ON1C2C=CC=CC=2N=N1.Cl.C(OCC)(=O)C. (2) The reactants are: C[O:2][C:3]1[N:4]=[N:5][C:6]([C:31]2[CH:36]=[CH:35][N:34]=[CH:33][CH:32]=2)=[CH:7][C:8]=1[C:9]1[NH:10][C:11]2[C:16]([C:17]=1[C:18]1[CH:23]=[CH:22][CH:21]=[CH:20][CH:19]=1)=[CH:15][CH:14]=[C:13]([CH2:24][N:25]1[CH2:30][CH2:29][CH2:28][CH2:27][CH2:26]1)[CH:12]=2.[OH-].[Na+]. Given the product [C:18]1([C:17]2[C:16]3[C:11](=[CH:12][C:13]([CH2:24][N:25]4[CH2:30][CH2:29][CH2:28][CH2:27][CH2:26]4)=[CH:14][CH:15]=3)[NH:10][C:9]=2[C:8]2[C:3](=[O:2])[NH:4][N:5]=[C:6]([C:31]3[CH:36]=[CH:35][N:34]=[CH:33][CH:32]=3)[CH:7]=2)[CH:23]=[CH:22][CH:21]=[CH:20][CH:19]=1, predict the reactants needed to synthesize it. (3) Given the product [CH3:22][O:23][C:24](=[O:25])[NH:14][C@H:11]1[CH2:12][CH2:13][N:9]([C:6]2[CH:5]=[CH:4][C:3]([I:2])=[CH:8][N:7]=2)[CH2:10]1, predict the reactants needed to synthesize it. The reactants are: Cl.[I:2][C:3]1[CH:4]=[CH:5][C:6]([N:9]2[CH2:13][CH2:12][C@H:11]([NH2:14])[CH2:10]2)=[N:7][CH:8]=1.C(N(CC)CC)C.[CH3:22][O:23][C:24](Cl)=[O:25]. (4) The reactants are: [CH3:1][Si:2]([C:5]#[CH:6])([CH3:4])[CH3:3].[N:7]1[CH:12]=[CH:11][CH:10]=[C:9]([N:13]2[C:17]([C:18]3[CH:23]=[CH:22][C:21](OS(C(F)(F)F)(=O)=O)=[CH:20][N:19]=3)=[CH:16][C:15]([C:32]([O:34][CH2:35][CH3:36])=[O:33])=[N:14]2)[CH:8]=1.O.C(OCC)(=O)C. Given the product [N:7]1[CH:12]=[CH:11][CH:10]=[C:9]([N:13]2[C:17]([C:18]3[CH:23]=[CH:22][C:21]([C:6]#[C:5][Si:2]([CH3:4])([CH3:3])[CH3:1])=[CH:20][N:19]=3)=[CH:16][C:15]([C:32]([O:34][CH2:35][CH3:36])=[O:33])=[N:14]2)[CH:8]=1, predict the reactants needed to synthesize it. (5) Given the product [CH2:1]([C:5]1[C:9](/[CH:10]=[CH:11]/[C:12]2[S:13][C:14]([C:18]([N:27]3[CH2:28][CH:25]([O:24][CH3:23])[CH2:26]3)=[O:20])=[C:15]([CH3:17])[N:16]=2)=[C:8]([CH3:21])[O:7][N:6]=1)[CH2:2][CH2:3][CH3:4], predict the reactants needed to synthesize it. The reactants are: [CH2:1]([C:5]1[C:9](/[CH:10]=[CH:11]/[C:12]2[S:13][C:14]([C:18]([OH:20])=O)=[C:15]([CH3:17])[N:16]=2)=[C:8]([CH3:21])[O:7][N:6]=1)[CH2:2][CH2:3][CH3:4].Cl.[CH3:23][O:24][CH:25]1[CH2:28][NH:27][CH2:26]1. (6) Given the product [CH3:13][O:12][C:11]1[C:2](=[O:1])[N:3]([CH3:29])[C:4]([C:24]([N:26]([CH3:28])[CH3:27])=[O:25])=[C:5]2[C:10]=1[C:9](=[O:14])[N:8]([CH2:15][C:16]1[CH:21]=[CH:20][C:19]([O:22][CH3:23])=[CH:18][CH:17]=1)[CH2:7][CH2:6]2, predict the reactants needed to synthesize it. The reactants are: [OH:1][C:2]1[N:3]=[C:4]([C:24]([N:26]([CH3:28])[CH3:27])=[O:25])[C:5]2[CH2:6][CH2:7][N:8]([CH2:15][C:16]3[CH:21]=[CH:20][C:19]([O:22][CH3:23])=[CH:18][CH:17]=3)[C:9](=[O:14])[C:10]=2[C:11]=1[O:12][CH3:13].[CH3:29][O-].C[O-].[Mg+2].CO.IC. (7) Given the product [NH2:21][C:18]1[C:19]2[N:20]=[C:11]([N:7]3[CH2:8][CH2:9][CH2:10][C@H:5]([NH:4][C:26](=[O:27])[CH2:25][CH2:24][O:23][CH3:22])[CH2:6]3)[CH:12]=[CH:13][C:14]=2[N:15]=[CH:16][N:17]=1, predict the reactants needed to synthesize it. The reactants are: Cl.Cl.Cl.[NH2:4][C@H:5]1[CH2:10][CH2:9][CH2:8][N:7]([C:11]2[CH:12]=[CH:13][C:14]3[N:15]=[CH:16][N:17]=[C:18]([NH2:21])[C:19]=3[N:20]=2)[CH2:6]1.[CH3:22][O:23][CH2:24][CH2:25][C:26](O)=[O:27].CN(C(ON1N=NC2C=CC=NC1=2)=[N+](C)C)C.F[P-](F)(F)(F)(F)F.C(N(CC)CC)C.